Predict the reactants needed to synthesize the given product. From a dataset of Full USPTO retrosynthesis dataset with 1.9M reactions from patents (1976-2016). Given the product [OH:8][C:9]1[C:17]2[N:16]=[C:15]([CH3:18])[N:14]([CH3:19])[C:13]=2[CH:12]=[C:11]([CH2:20][O:21][CH3:22])[CH:10]=1, predict the reactants needed to synthesize it. The reactants are: C([O:8][C:9]1[C:17]2[N:16]=[C:15]([CH3:18])[N:14]([CH3:19])[C:13]=2[CH:12]=[C:11]([CH2:20][O:21][CH3:22])[CH:10]=1)C1C=CC=CC=1.